From a dataset of Full USPTO retrosynthesis dataset with 1.9M reactions from patents (1976-2016). Predict the reactants needed to synthesize the given product. (1) Given the product [CH3:39][N:40]([CH3:47])[CH2:41]/[CH:42]=[CH:43]/[C:32]([N:30]1[CH2:29][CH:28]([N:8]2[C:6]3=[N:7][C:2]([C:15]4[CH:16]=[CH:17][C:12]([O:11][C:18]5[CH:23]=[CH:22][CH:21]=[CH:20][CH:19]=5)=[CH:13][CH:14]=4)=[CH:3][N:4]=[C:5]3[CH:10]=[CH:9]2)[CH2:31]1)=[O:34], predict the reactants needed to synthesize it. The reactants are: Br[C:2]1[N:7]=[C:6]2[NH:8][CH:9]=[CH:10][C:5]2=[N:4][CH:3]=1.[O:11]([C:18]1[CH:23]=[CH:22][C:21](B(O)O)=[CH:20][CH:19]=1)[C:12]1[CH:17]=[CH:16][CH:15]=[CH:14][CH:13]=1.I[CH:28]1[CH2:31][N:30]([C:32]([O:34]C(C)(C)C)=O)[CH2:29]1.[CH3:39][N:40]([CH3:47])[CH2:41]/[CH:42]=[CH:43]/C(O)=O. (2) Given the product [F:20][C:18]1[C:17]([F:22])=[CH:16][N:15]([C:12]2[N:11]=[CH:10][C:9]([N:7]3[CH:8]=[C:3]([O:2][CH3:1])[C:4](=[O:35])[C:5]([C:24]4[N:28]([C:29]5[CH:30]=[CH:31][CH:32]=[CH:33][CH:34]=5)[N:27]=[CH:26][CH:25]=4)=[N:6]3)=[CH:14][CH:13]=2)[CH:19]=1, predict the reactants needed to synthesize it. The reactants are: [CH3:1][O:2][C:3]1[C:4](=[O:35])[C:5]([C:24]2[N:28]([C:29]3[CH:34]=[CH:33][CH:32]=[CH:31][CH:30]=3)[N:27]=[CH:26][CH:25]=2)=[N:6][N:7]([C:9]2[CH:10]=[N:11][C:12]([N:15]3[CH2:19][C:18](F)([F:20])[C:17](F)([F:22])[CH2:16]3)=[CH:13][CH:14]=2)[CH:8]=1.C(=O)([O-])[O-].[Cs+].[Cs+].CN(C=O)C.O.